From a dataset of Catalyst prediction with 721,799 reactions and 888 catalyst types from USPTO. Predict which catalyst facilitates the given reaction. (1) The catalyst class is: 11. Reactant: [CH2:1]([CH:8]1[CH2:13][CH2:12][N:11]([C:14](=[O:26])[C:15]([NH:17][C:18]2[CH:23]=[CH:22][CH:21]=[C:20]([C:24]#[N:25])[CH:19]=2)=[O:16])[CH2:10][CH2:9]1)[C:2]1[CH:7]=[CH:6][CH:5]=[CH:4][CH:3]=1.[N:27]([Sn](C)(C)C)=[N+:28]=[N-:29]. Product: [CH2:1]([CH:8]1[CH2:9][CH2:10][N:11]([C:14](=[O:26])[C:15]([NH:17][C:18]2[CH:23]=[CH:22][CH:21]=[C:20]([C:24]3[NH:29][N:28]=[N:27][N:25]=3)[CH:19]=2)=[O:16])[CH2:12][CH2:13]1)[C:2]1[CH:7]=[CH:6][CH:5]=[CH:4][CH:3]=1. (2) Reactant: [C:1]([C:3]1[CH:35]=[CH:34][C:6]2[C:7]([C:28]3[CH:33]=[CH:32][CH:31]=[CH:30][CH:29]=3)=[C:8]([C:10]3[CH:15]=[CH:14][C:13]([C:16]4([NH:20]C(=O)OC(C)(C)C)[CH2:19][CH2:18][CH2:17]4)=[CH:12][CH:11]=3)[O:9][C:5]=2[CH:4]=1)#[N:2].C(O)(C(F)(F)F)=O. Product: [NH2:20][C:16]1([C:13]2[CH:14]=[CH:15][C:10]([C:8]3[O:9][C:5]4[CH:4]=[C:3]([C:1]#[N:2])[CH:35]=[CH:34][C:6]=4[C:7]=3[C:28]3[CH:33]=[CH:32][CH:31]=[CH:30][CH:29]=3)=[CH:11][CH:12]=2)[CH2:17][CH2:18][CH2:19]1. The catalyst class is: 2. (3) The catalyst class is: 41. Reactant: Cl[C:2]1[CH:7]=[C:6]([Cl:8])[N:5]=[CH:4][N:3]=1.[NH2:9][C:10]1[CH:11]=[C:12]([CH:17]=[CH:18][CH:19]=1)[C:13]([NH:15][CH3:16])=[O:14].C(N(CC)C(C)C)(C)C. Product: [Cl:8][C:6]1[N:5]=[CH:4][N:3]=[C:2]([NH:9][C:10]2[CH:11]=[C:12]([CH:17]=[CH:18][CH:19]=2)[C:13]([NH:15][CH3:16])=[O:14])[CH:7]=1. (4) Reactant: Cl[C:2]1[N:7]=[C:6]([NH:8][CH:9]2[CH2:11][CH2:10]2)[N:5]=[C:4]([C:12]2[CH:13]=[C:14]([O:18][CH3:19])[CH:15]=[N:16][CH:17]=2)[C:3]=1[C:20]#[N:21].[SH:22][CH2:23][C:24]([NH2:26])=[O:25].C(=O)([O-])[O-].[Na+].[Na+].[O-]CC.[Na+]. Product: [NH2:21][C:20]1[C:3]2[C:4]([C:12]3[CH:13]=[C:14]([O:18][CH3:19])[CH:15]=[N:16][CH:17]=3)=[N:5][C:6]([NH:8][CH:9]3[CH2:11][CH2:10]3)=[N:7][C:2]=2[S:22][C:23]=1[C:24]([NH2:26])=[O:25]. The catalyst class is: 8. (5) Reactant: C([NH:9][C:10]([NH:12][C:13]1[C:18]([O:19][C:20]2[CH:25]=[CH:24][C:23]([F:26])=[CH:22][CH:21]=2)=[CH:17][C:16]([Br:27])=[CH:15][N:14]=1)=[S:11])(=O)C1C=CC=CC=1.Br[CH2:29][C:30]([CH:32]1[CH2:37][CH2:36][N:35]([C:38]([O:40][C:41]([CH3:44])([CH3:43])[CH3:42])=[O:39])[CH2:34][CH2:33]1)=O. Product: [Br:27][C:16]1[CH:17]=[C:18]([O:19][C:20]2[CH:25]=[CH:24][C:23]([F:26])=[CH:22][CH:21]=2)[C:13]([NH:12][C:10]2[S:11][CH:29]=[C:30]([CH:32]3[CH2:37][CH2:36][N:35]([C:38]([O:40][C:41]([CH3:44])([CH3:43])[CH3:42])=[O:39])[CH2:34][CH2:33]3)[N:9]=2)=[N:14][CH:15]=1. The catalyst class is: 8. (6) Reactant: [O:1]=[C:2]1[C:11]2[CH:12]=[CH:13][S:14][C:10]=2[C:9]2[CH:8]=[CH:7][C:6]([C:15]([O:17]C)=[O:16])=[CH:5][C:4]=2[NH:3]1.CO.C1COCC1.[Li+].[OH-]. Product: [O:1]=[C:2]1[C:11]2[CH:12]=[CH:13][S:14][C:10]=2[C:9]2[CH:8]=[CH:7][C:6]([C:15]([OH:17])=[O:16])=[CH:5][C:4]=2[NH:3]1. The catalyst class is: 6.